This data is from Full USPTO retrosynthesis dataset with 1.9M reactions from patents (1976-2016). The task is: Predict the reactants needed to synthesize the given product. (1) Given the product [Br:26][CH2:9][C:5]1[N:4]([CH2:10][CH2:11][C:12]2[CH:24]=[CH:23][C:15]([C:16]([O:18][C:19]([CH3:21])([CH3:20])[CH3:22])=[O:17])=[CH:14][CH:13]=2)[C:3](=[O:25])[C:2]([Cl:1])=[CH:7][C:6]=1[Cl:8], predict the reactants needed to synthesize it. The reactants are: [Cl:1][C:2]1[C:3](=[O:25])[N:4]([CH2:10][CH2:11][C:12]2[CH:24]=[CH:23][C:15]([C:16]([O:18][C:19]([CH3:22])([CH3:21])[CH3:20])=[O:17])=[CH:14][CH:13]=2)[C:5]([CH3:9])=[C:6]([Cl:8])[CH:7]=1.[Br:26]N1C(=O)CCC1=O.N(C(C)(C)C#N)=NC(C)(C)C#N.C(=O)(O)[O-].[Na+]. (2) Given the product [Br:1][C:2]1[C:3]([NH:16][N:17]2[CH2:18][CH2:19][CH2:25][CH2:24]2)=[N:4][C:5]([N:9]2[C:13]([CH3:14])=[CH:12][CH:11]=[C:10]2[CH3:15])=[N:6][C:7]=1[CH3:8], predict the reactants needed to synthesize it. The reactants are: [Br:1][C:2]1[C:3]([NH:16][NH2:17])=[N:4][C:5]([N:9]2[C:13]([CH3:14])=[CH:12][CH:11]=[C:10]2[CH3:15])=[N:6][C:7]=1[CH3:8].[CH3:18][C:19](N(C)C)=O.[CH3:24][CH2:25]OC(C)=O. (3) Given the product [F:14][C:2]([F:1])([F:13])[C:3]([N:5]([C:6]1[CH:11]=[CH:10][C:9]([I:12])=[CH:8][CH:7]=1)[CH3:15])=[O:4], predict the reactants needed to synthesize it. The reactants are: [F:1][C:2]([F:14])([F:13])[C:3]([NH:5][C:6]1[CH:11]=[CH:10][C:9]([I:12])=[CH:8][CH:7]=1)=[O:4].[C:15](=O)([O-])[O-].[K+].[K+].IC. (4) Given the product [CH3:15][CH:14]([N:12]1[C:11]2[CH:10]=[CH:9][CH:8]=[CH:7][C:6]=2[C:5]2[C:13]1=[CH:1][CH:2]=[CH:3][CH:4]=2)[CH3:16], predict the reactants needed to synthesize it. The reactants are: [CH:1]1[C:13]2[NH:12][C:11]3[C:6](=[CH:7][CH:8]=[CH:9][CH:10]=3)[C:5]=2[CH:4]=[CH:3][CH:2]=1.[CH:14](Br)([CH3:16])[CH3:15]. (5) The reactants are: FC1C=C(S(C)(=O)=O)C=CC=1O[C:5]1N=C[N:8]=[C:7]2[N:11](C3CCC(C4ON=C(C(C)C)N=4)CC3)N=[CH:13][C:6]=12.C(O[C:41]([N:43]1[CH2:48][CH2:47][CH:46]([N:49]2[C:53]3=[N:54][CH:55]=[N:56][C:57](Cl)=[C:52]3[CH:51]=[N:50]2)[CH2:45][CH2:44]1)=[O:42])(C)(C)C.[F:59][C:60]1[CH:61]=[C:62]([OH:70])[CH:63]=[CH:64][C:65]=1[S:66]([CH3:69])(=[O:68])=[O:67]. Given the product [F:59][C:60]1[CH:61]=[C:62]([CH:63]=[CH:64][C:65]=1[S:66]([CH3:69])(=[O:67])=[O:68])[O:70][C:51]1[C:52]2[C:53](=[N:54][CH:55]=[N:56][CH:57]=2)[N:49]([CH:46]2[CH2:45][CH2:44][N:43]([C:41]3[O:42][N:11]=[C:7]([CH:6]([CH3:13])[CH3:5])[N:8]=3)[CH2:48][CH2:47]2)[N:50]=1.[F:59][C:60]1[CH:61]=[C:62]([CH:63]=[CH:64][C:65]=1[S:66]([CH3:69])(=[O:67])=[O:68])[O:70][C:57]1[N:56]=[CH:55][N:54]=[C:53]2[N:49]([CH:46]3[CH2:45][CH2:44][N:43]([C:41]4[O:42][N:11]=[C:7]([CH:6]([CH3:13])[CH3:5])[N:8]=4)[CH2:48][CH2:47]3)[N:50]=[CH:51][C:52]=12, predict the reactants needed to synthesize it. (6) Given the product [NH:1]1[C:9]2[CH2:8][CH2:7][CH2:6][CH2:5][NH:10][C:4]=2[CH:3]=[CH:2]1, predict the reactants needed to synthesize it. The reactants are: [NH:1]1[C:9]2[CH2:8][CH2:7][CH2:6][C:5](=[N:10]O)[C:4]=2[CH:3]=[CH:2]1.CC(C[AlH]CC(C)C)C.[F-].[Na+].O. (7) Given the product [CH3:24][S:25]([O:23][CH2:22][CH2:21][NH:20][C:19]1[C:15]([C:10]2[N:9]([C:4]3[CH:5]=[CH:6][C:7]([F:8])=[C:2]([Br:1])[CH:3]=3)[C:13](=[O:14])[O:12][N:11]=2)=[N:16][O:17][N:18]=1)(=[O:27])=[O:26], predict the reactants needed to synthesize it. The reactants are: [Br:1][C:2]1[CH:3]=[C:4]([N:9]2[C:13](=[O:14])[O:12][N:11]=[C:10]2[C:15]2[C:19]([NH:20][CH2:21][CH2:22][OH:23])=[N:18][O:17][N:16]=2)[CH:5]=[CH:6][C:7]=1[F:8].[CH3:24][S:25](Cl)(=[O:27])=[O:26].C(N(CC)CC)C.